From a dataset of Forward reaction prediction with 1.9M reactions from USPTO patents (1976-2016). Predict the product of the given reaction. Given the reactants [S:1]1[C:5]2[CH:6]=[C:7]([NH:10][C:11]3[C:12]4[CH:19]=[C:18]([C:20]5[CH2:21][CH2:22][N:23]([C:26]([N:28]6[CH2:33][CH2:32][NH:31][CH2:30][CH2:29]6)=[O:27])[CH2:24][CH:25]=5)[NH:17][C:13]=4[N:14]=[CH:15][N:16]=3)[CH:8]=[CH:9][C:4]=2[N:3]=[CH:2]1.Br[CH2:35][CH:36]1[CH2:39][CH2:38][CH2:37]1.CCN(C(C)C)C(C)C, predict the reaction product. The product is: [S:1]1[C:5]2[CH:6]=[C:7]([NH:10][C:11]3[C:12]4[CH:19]=[C:18]([C:20]5[CH2:21][CH2:22][N:23]([C:26]([N:28]6[CH2:29][CH2:30][N:31]([CH2:35][CH:36]7[CH2:39][CH2:38][CH2:37]7)[CH2:32][CH2:33]6)=[O:27])[CH2:24][CH:25]=5)[NH:17][C:13]=4[N:14]=[CH:15][N:16]=3)[CH:8]=[CH:9][C:4]=2[N:3]=[CH:2]1.